From a dataset of Peptide-MHC class I binding affinity with 185,985 pairs from IEDB/IMGT. Regression. Given a peptide amino acid sequence and an MHC pseudo amino acid sequence, predict their binding affinity value. This is MHC class I binding data. The peptide sequence is FFSPFFFSL. The MHC is HLA-A26:01 with pseudo-sequence HLA-A26:01. The binding affinity (normalized) is 0.0847.